Dataset: Full USPTO retrosynthesis dataset with 1.9M reactions from patents (1976-2016). Task: Predict the reactants needed to synthesize the given product. Given the product [OH:1][C@@H:2]([C:3]1[N:29]([C@H:30]2[CH2:31][CH2:32][C@H:33]([CH2:36][NH:37][C:38](=[O:44])[O:39][C:40]([CH3:42])([CH3:41])[CH3:43])[CH2:34][CH2:35]2)[C:21]2=[C:22]3[S:28][CH:27]=[CH:26][C:23]3=[N:24][CH:25]=[C:20]2[N:5]=1)[CH3:6], predict the reactants needed to synthesize it. The reactants are: [OH:1][C@H:2]([CH3:6])[C:3]([NH2:5])=O.F[B-](F)(F)F.C([O+](CC)CC)C.N[C:20]1[C:21]([NH:29][C@H:30]2[CH2:35][CH2:34][C@H:33]([CH2:36][NH:37][C:38](=[O:44])[O:39][C:40]([CH3:43])([CH3:42])[CH3:41])[CH2:32][CH2:31]2)=[C:22]2[S:28][CH:27]=[CH:26][C:23]2=[N:24][CH:25]=1.